The task is: Predict the reaction yield, written as a fraction of the theoretical maximum amount of product (1.0 means a 100% yield; for example, 0.34 means a 34% yield).. This data is from Reaction yield outcomes from USPTO patents with 853,638 reactions. (1) The reactants are B(F)(F)F.CCOCC.[C:10]([CH2:12][C:13]1([N:33]2[CH:37]=[C:36]([C:38]3[C:39]4[CH:46]=[CH:45][N:44](COCC[Si](C)(C)C)[C:40]=4[N:41]=[CH:42][N:43]=3)[CH:35]=[N:34]2)[CH2:16][N:15]([C:17]2[N:18]=[CH:19][C:20]([C:23]([NH:25][C:26]3([C:29]([F:32])([F:31])[F:30])[CH2:28][CH2:27]3)=[O:24])=[N:21][CH:22]=2)[CH2:14]1)#[N:11].[OH-].[NH4+].C([O-])(O)=O.[Na+]. The catalyst is C(#N)C.O. The product is [C:10]([CH2:12][C:13]1([N:33]2[CH:37]=[C:36]([C:38]3[C:39]4[CH:46]=[CH:45][NH:44][C:40]=4[N:41]=[CH:42][N:43]=3)[CH:35]=[N:34]2)[CH2:16][N:15]([C:17]2[N:18]=[CH:19][C:20]([C:23]([NH:25][C:26]3([C:29]([F:31])([F:30])[F:32])[CH2:27][CH2:28]3)=[O:24])=[N:21][CH:22]=2)[CH2:14]1)#[N:11]. The yield is 0.630. (2) The reactants are C([Mg]Cl)(C)C.Br[C:7]1[CH:8]=[C:9]([C:13]#[N:14])[S:10][C:11]=1[Cl:12].C[O:16][S:17]([C:19]1[CH:24]=[CH:23][CH:22]=[C:21]([Br:25])[CH:20]=1)=O.[Cl-].[NH4+]. The catalyst is C1COCC1.C(OCC)(=O)C. The product is [Br:25][C:21]1[CH:20]=[C:19]([S:17]([C:7]2[CH:8]=[C:9]([C:13]#[N:14])[S:10][C:11]=2[Cl:12])=[O:16])[CH:24]=[CH:23][CH:22]=1. The yield is 0.850. (3) The reactants are [CH3:1][O:2][C:3]1[C:12]([NH:13][C:14](=[O:18])OCC)=[N:11][C:10]2[C:5](=[CH:6][CH:7]=[C:8]([O:19][CH3:20])[CH:9]=2)[N:4]=1.[CH3:21][O:22][C:23]1[CH:24]=[C:25]([N:29]2[CH2:34][CH2:33][NH:32][CH2:31][CH2:30]2)[CH:26]=[CH:27][CH:28]=1. No catalyst specified. The product is [CH3:1][O:2][C:3]1[C:12]([NH:13][C:14]([N:32]2[CH2:31][CH2:30][N:29]([C:25]3[CH:26]=[CH:27][CH:28]=[C:23]([O:22][CH3:21])[CH:24]=3)[CH2:34][CH2:33]2)=[O:18])=[N:11][C:10]2[C:5](=[CH:6][CH:7]=[C:8]([O:19][CH3:20])[CH:9]=2)[N:4]=1. The yield is 0.800. (4) The reactants are [CH3:1][C:2]1[CH:6]=[CH:5][S:4][C:3]=1[C:7]([OH:9])=O.[F:10][C:11]1[CH:12]=[C:13]([CH:16]=[CH:17][CH:18]=1)[CH2:14][NH2:15]. No catalyst specified. The product is [F:10][C:11]1[CH:12]=[C:13]([CH:16]=[CH:17][CH:18]=1)[CH2:14][NH:15][C:7]([C:3]1[S:4][CH:5]=[CH:6][C:2]=1[CH3:1])=[O:9]. The yield is 0.960. (5) The reactants are [CH3:1][O:2][C:3](=[O:28])[NH:4][CH:5]([C:9]([N:11]1[CH2:15][CH2:14][CH2:13][CH:12]1[C:16]1[NH:17][C:18]([C:21]2[CH:26]=[CH:25][C:24](Br)=[CH:23][CH:22]=2)=[CH:19][N:20]=1)=[O:10])[CH:6]([CH3:8])[CH3:7].[Si:29]([C:33]#[CH:34])([CH3:32])([CH3:31])[CH3:30].C(N(CC)CC)C.N#N. The catalyst is CN(C=O)C.C1C=CC([P]([Pd]([P](C2C=CC=CC=2)(C2C=CC=CC=2)C2C=CC=CC=2)([P](C2C=CC=CC=2)(C2C=CC=CC=2)C2C=CC=CC=2)[P](C2C=CC=CC=2)(C2C=CC=CC=2)C2C=CC=CC=2)(C2C=CC=CC=2)C2C=CC=CC=2)=CC=1.[Cu]I. The product is [CH3:1][O:2][C:3](=[O:28])[NH:4][CH:5]([C:9]([N:11]1[CH2:15][CH2:14][CH2:13][CH:12]1[C:16]1[NH:17][C:18]([C:21]2[CH:26]=[CH:25][C:24]([C:34]#[C:33][Si:29]([CH3:32])([CH3:31])[CH3:30])=[CH:23][CH:22]=2)=[CH:19][N:20]=1)=[O:10])[CH:6]([CH3:8])[CH3:7]. The yield is 0.590. (6) The reactants are [CH3:1][O:2][C:3]1[CH:8]=[CH:7][C:6]([N:9]2[C:13]([C:14]3[O:15]C=CC=3)=[C:12]([C:19]#[N:20])[C:11]([C:21]([F:24])([F:23])[F:22])=[N:10]2)=[CH:5][CH:4]=1.C(Cl)(Cl)(Cl)Cl.C(#N)C.O.I([O-])(=O)(=O)=[O:35].[Na+]. The catalyst is O.[Ru](Cl)(Cl)Cl. The product is [CH3:1][O:2][C:3]1[CH:4]=[CH:5][C:6]([N:9]2[C:13]([C:14]([OH:15])=[O:35])=[C:12]([C:19]#[N:20])[C:11]([C:21]([F:24])([F:22])[F:23])=[N:10]2)=[CH:7][CH:8]=1. The yield is 0.670. (7) The reactants are [F:1][C:2]1[CH:7]=[CH:6][CH:5]=[C:4]([F:8])[C:3]=1[C:9]1[NH:13][C:12]([C:14]2[N:19]=[C:18]([NH:20][C@H:21]([CH3:26])[C:22]([CH3:25])([CH3:24])[CH3:23])[C:17]([N+:27]([O-])=O)=[CH:16][CH:15]=2)=[C:11]([C:30]2[CH:35]=[CH:34][C:33]([F:36])=[CH:32][CH:31]=2)[N:10]=1.O.O.[Sn](Cl)Cl.[N:42]#[C:43]Br. The catalyst is C(O)C. The product is [F:1][C:2]1[CH:7]=[CH:6][CH:5]=[C:4]([F:8])[C:3]=1[C:9]1[NH:13][C:12]([C:14]2[N:19]=[C:18]3[N:20]([C@H:21]([CH3:26])[C:22]([CH3:25])([CH3:24])[CH3:23])[C:43]([NH2:42])=[N:27][C:17]3=[CH:16][CH:15]=2)=[C:11]([C:30]2[CH:35]=[CH:34][C:33]([F:36])=[CH:32][CH:31]=2)[N:10]=1. The yield is 0.430. (8) The yield is 0.780. The reactants are [CH3:1][S:2]([C:5]1[CH:12]=[CH:11][C:8]([CH:9]=O)=[CH:7][CH:6]=1)(=[O:4])=[O:3].Cl.[CH2:14]1[C:23](=[O:24])[CH2:22][C:21]2[C:16](=[CH:17][CH:18]=[CH:19][CH:20]=2)[CH2:15]1.O. The catalyst is C(O)(=O)C.C(OC(=O)C)C.CCCCCC.ClCCl. The product is [CH3:1][S:2]([C:5]1[CH:12]=[CH:11][C:8](/[CH:9]=[C:22]2/[C:23](=[O:24])[CH2:14][CH2:15][C:16]3[C:21]/2=[CH:20][CH:19]=[CH:18][CH:17]=3)=[CH:7][CH:6]=1)(=[O:4])=[O:3].